Dataset: Catalyst prediction with 721,799 reactions and 888 catalyst types from USPTO. Task: Predict which catalyst facilitates the given reaction. (1) Reactant: [CH3:1][C@H:2]1[CH2:7][NH:6][CH2:5][CH2:4][NH:3]1.[CH3:8][C:9]([O:12][C:13](O[C:13]([O:12][C:9]([CH3:11])([CH3:10])[CH3:8])=[O:14])=[O:14])([CH3:11])[CH3:10]. Product: [CH3:1][C@@H:2]1[NH:3][CH2:4][CH2:5][N:6]([C:13]([O:12][C:9]([CH3:11])([CH3:10])[CH3:8])=[O:14])[CH2:7]1. The catalyst class is: 2. (2) Reactant: Cl.[NH2:2][CH2:3][CH2:4][S:5]([NH2:8])(=[O:7])=[O:6].C(Cl)CCl.C1C=CC2N(O)N=NC=2C=1.[C:23]([OH:33])(=O)[CH2:24][CH2:25][C:26]1[CH:31]=[CH:30][CH:29]=[CH:28][CH:27]=1.[Cl:34][C:35]1[CH:43]=[C:42]2[C:38]([C:39]([CH2:47][CH2:48][CH2:49][O:50][C:51]3[CH:56]=[C:55]([CH3:57])[C:54]([Cl:58])=[C:53]([CH3:59])[CH:52]=3)=[C:40]([C:44](O)=[O:45])[NH:41]2)=[CH:37][CH:36]=1. Product: [Cl:34][C:35]1[CH:43]=[C:42]2[C:38]([C:39]([CH2:47][CH2:48][CH2:49][O:50][C:51]3[CH:52]=[C:53]([CH3:59])[C:54]([Cl:58])=[C:55]([CH3:57])[CH:56]=3)=[C:40]([C:44]([NH:8][S:5]([CH2:4][CH2:3][NH:2][C:23](=[O:33])[CH2:24][CH2:25][C:26]3[CH:27]=[CH:28][CH:29]=[CH:30][CH:31]=3)(=[O:7])=[O:6])=[O:45])[NH:41]2)=[CH:37][CH:36]=1. The catalyst class is: 79. (3) Reactant: [C:1]([C:5]1[N:10]=[C:9]([N:11]2[CH2:16][CH2:15][N:14]([CH2:17][CH2:18][CH2:19][CH2:20][NH2:21])[CH2:13][CH2:12]2)[CH:8]=[C:7]([C:22]([F:25])([F:24])[F:23])[N:6]=1)([CH3:4])([CH3:3])[CH3:2].C1N=CN([C:31](N2C=NC=C2)=[O:32])C=1.[C:38]1([CH3:50])[CH:43]=[CH:42][C:41]([N:44]2[CH2:49][CH2:48][NH:47][CH2:46][CH2:45]2)=[CH:40][CH:39]=1. Product: [C:1]([C:5]1[N:10]=[C:9]([N:11]2[CH2:16][CH2:15][N:14]([CH2:17][CH2:18][CH2:19][CH2:20][NH:21][C:31]([N:47]3[CH2:46][CH2:45][N:44]([C:41]4[CH:40]=[CH:39][C:38]([CH3:50])=[CH:43][CH:42]=4)[CH2:49][CH2:48]3)=[O:32])[CH2:13][CH2:12]2)[CH:8]=[C:7]([C:22]([F:24])([F:25])[F:23])[N:6]=1)([CH3:4])([CH3:2])[CH3:3]. The catalyst class is: 147. (4) Reactant: Br[CH2:2][C:3]1[CH:8]=[CH:7][CH:6]=[C:5]([F:9])[CH:4]=1.[SH:10][CH2:11][CH2:12][OH:13].C([O-])([O-])=O.[K+].[K+]. Product: [F:9][C:5]1[CH:4]=[C:3]([CH:8]=[CH:7][CH:6]=1)[CH2:2][S:10][CH2:11][CH2:12][OH:13]. The catalyst class is: 21. (5) Reactant: [N-:1]=[N+:2]=[N-:3].[Na+].[F:5][C:6]([F:16])([F:15])[C:7]1[CH:14]=[CH:13][C:10]([CH2:11]Br)=[CH:9][CH:8]=1. Product: [N:1]([CH2:11][C:10]1[CH:9]=[CH:8][C:7]([C:6]([F:5])([F:15])[F:16])=[CH:14][CH:13]=1)=[N+:2]=[N-:3]. The catalyst class is: 148. (6) Reactant: [F:1][C:2]([F:13])([F:12])[C:3]1[CH:11]=[CH:10][CH:9]=[C:8]2[C:4]=1[CH:5]=[CH:6][NH:7]2.C([BH3-])#N.[Na+].O.[OH-].[Na+]. Product: [F:13][C:2]([F:1])([F:12])[C:3]1[CH:11]=[CH:10][CH:9]=[C:8]2[C:4]=1[CH2:5][CH2:6][NH:7]2. The catalyst class is: 15. (7) Reactant: [CH3:1]N(C=O)C.[CH3:6][O:7][C:8]1[CH:13]=[CH:12][CH:11]=[CH:10][C:9]=1[C:14]1([CH3:30])[NH:18][C:17](=[O:19])[N:16]([CH2:20][C:21](=[O:28])[C:22]2[CH:27]=[CH:26][CH:25]=[CH:24][CH:23]=2)[C:15]1=[O:29].C([O-])([O-])=O.[K+].[K+].CI. Product: [CH3:6][O:7][C:8]1[CH:13]=[CH:12][CH:11]=[CH:10][C:9]=1[C:14]1([CH3:30])[N:18]([CH3:1])[C:17](=[O:19])[N:16]([CH2:20][C:21](=[O:28])[C:22]2[CH:23]=[CH:24][CH:25]=[CH:26][CH:27]=2)[C:15]1=[O:29]. The catalyst class is: 6.